Dataset: Full USPTO retrosynthesis dataset with 1.9M reactions from patents (1976-2016). Task: Predict the reactants needed to synthesize the given product. (1) Given the product [Cl:1][C:2]1[CH:3]=[CH:4][C:5]([C@@H:8]([C@H:13]2[CH2:18][CH2:17][O:16][C:15]([CH3:20])([CH3:19])[CH2:14]2)[CH2:9][C:10]([N:35]2[C@@H:34]([C:28]3[CH:33]=[CH:32][CH:31]=[CH:30][CH:29]=3)[CH2:38][O:37][C:36]2=[O:39])=[O:12])=[CH:6][CH:7]=1, predict the reactants needed to synthesize it. The reactants are: [Cl:1][C:2]1[CH:7]=[CH:6][C:5]([C@@H:8]([C@H:13]2[CH2:18][CH2:17][O:16][C:15]([CH3:20])([CH3:19])[CH2:14]2)[CH2:9][C:10]([OH:12])=O)=[CH:4][CH:3]=1.C(Cl)(C(C)(C)C)=O.[C:28]1([C@H:34]2[CH2:38][O:37][C:36](=[O:39])[NH:35]2)[CH:33]=[CH:32][CH:31]=[CH:30][CH:29]=1.[Li]CCCC. (2) Given the product [CH:1]1[C:13]2[CH:12]([CH2:14][O:15][NH:19][C@H:20]3[CH2:43][CH2:42][C@@:41]4([CH3:44])[C@H:22]([CH2:23][CH2:24][C@@H:25]5[C@@H:40]4[CH2:39][CH2:38][C@@:37]4([CH3:45])[C@H:26]5[CH2:27][CH2:28][C@@H:29]4[C@H:30]([CH3:36])[CH2:31][CH2:32][C:33]([OH:35])=[O:34])[CH2:21]3)[C:11]3[C:6](=[CH:7][CH:8]=[CH:9][CH:10]=3)[C:5]=2[CH:4]=[CH:3][CH:2]=1, predict the reactants needed to synthesize it. The reactants are: [CH:1]1[C:13]2[CH:12]([CH2:14][O:15]C(Cl)=O)[C:11]3[C:6](=[CH:7][CH:8]=[CH:9][CH:10]=3)[C:5]=2[CH:4]=[CH:3][CH:2]=1.[NH2:19][C@H:20]1[CH2:43][CH2:42][C@@:41]2([CH3:44])[C@H:22]([CH2:23][CH2:24][C@@H:25]3[C@@H:40]2[CH2:39][CH2:38][C@@:37]2([CH3:45])[C@H:26]3[CH2:27][CH2:28][C@@H:29]2[C@H:30]([CH3:36])[CH2:31][CH2:32][C:33]([OH:35])=[O:34])[CH2:21]1.O. (3) Given the product [F:1][C:2]1[C:3]([CH2:24][N:25]([CH3:33])[C:26](=[O:32])[O:27][C:28]([CH3:31])([CH3:29])[CH3:30])=[CH:4][N:5]([S:14]([C:17]2[O:18][C:19]([CH2:22][F:40])=[CH:20][CH:21]=2)(=[O:15])=[O:16])[C:6]=1[C:7]1[C:8]([F:13])=[N:9][CH:10]=[CH:11][CH:12]=1, predict the reactants needed to synthesize it. The reactants are: [F:1][C:2]1[C:3]([CH2:24][N:25]([CH3:33])[C:26](=[O:32])[O:27][C:28]([CH3:31])([CH3:30])[CH3:29])=[CH:4][N:5]([S:14]([C:17]2[O:18][C:19]([CH2:22]O)=[CH:20][CH:21]=2)(=[O:16])=[O:15])[C:6]=1[C:7]1[C:8]([F:13])=[N:9][CH:10]=[CH:11][CH:12]=1.C(N(S(F)(F)[F:40])CC)C.C(=O)([O-])O.[Na+].